This data is from Full USPTO retrosynthesis dataset with 1.9M reactions from patents (1976-2016). The task is: Predict the reactants needed to synthesize the given product. (1) Given the product [F:1][C:2]1[CH:7]=[CH:6][C:5]([O:8][CH3:9])=[C:4]([CH:10]([CH3:11])[C:12]([F:13])([F:14])[F:15])[CH:3]=1, predict the reactants needed to synthesize it. The reactants are: [F:1][C:2]1[CH:7]=[CH:6][C:5]([O:8][CH3:9])=[C:4]([C:10]([C:12]([F:15])([F:14])[F:13])=[CH2:11])[CH:3]=1. (2) Given the product [ClH:48].[CH3:8][N:9]1[C:17]2[CH:16]=[C:15]([C:18]3[CH:19]=[N:20][C:21]([O:28][CH2:29][CH2:30][CH:31]4[CH2:36][CH2:35][N:34]([CH2:49][C:50]([N:52]([CH3:54])[CH3:53])=[O:51])[CH2:33][CH2:32]4)=[C:22]([C:24]([F:25])([F:26])[F:27])[CH:23]=3)[N:14]=[C:13]([C:37]#[N:38])[C:12]=2[N:11]=[N:10]1, predict the reactants needed to synthesize it. The reactants are: FC(F)(F)C(O)=O.[CH3:8][N:9]1[C:17]2[CH:16]=[C:15]([C:18]3[CH:19]=[N:20][C:21]([O:28][CH2:29][CH2:30][CH:31]4[CH2:36][CH2:35][NH:34][CH2:33][CH2:32]4)=[C:22]([C:24]([F:27])([F:26])[F:25])[CH:23]=3)[N:14]=[C:13]([C:37]#[N:38])[C:12]=2[N:11]=[N:10]1.C(N(CC)C(C)C)(C)C.[Cl:48][CH2:49][C:50]([N:52]([CH3:54])[CH3:53])=[O:51].